Dataset: Experimentally validated miRNA-target interactions with 360,000+ pairs, plus equal number of negative samples. Task: Binary Classification. Given a miRNA mature sequence and a target amino acid sequence, predict their likelihood of interaction. (1) The miRNA is hsa-miR-133a-3p with sequence UUUGGUCCCCUUCAACCAGCUG. The protein sequence of the target gene is MATSIGVSFSVGDGVPEAEKNAGEPENTYILRPVFQQRFRPSVVKDCIHAVLKEELANAEYSPEEMPQLTKHLSENIKDKLKEMGFDRYKMVVQVVIGEQRGEGVFMASRCFWDADTDNYTHDVFMNDSLFCVVAAFGCFYY. Result: 1 (interaction). (2) The miRNA is hsa-miR-6858-5p with sequence GUGAGGAGGGGCUGGCAGGGAC. The protein sequence of the target gene is MTSQPISNETIIMLPSNVINFSQAEKPEPTNQGQDSLKKRLQAKVKVIGVHSSLAGSILSALSALVGFILLSVNPAALNPASLQCKLDEKDIPTRLLLSYDYHSPYTMDCHRAKASLAGTLSLMLVSTVLEFCLAVLTAVLQWKQTV. Result: 0 (no interaction). (3) The miRNA is hsa-miR-616-5p with sequence ACUCAAAACCCUUCAGUGACUU. The protein sequence of the target gene is MADEEMDGAERMDVSPEPPLAPQRPASWWDQQVDFYTAFLHHLAQLVPEIYFAEMDPDLEKQEESVQMSILTPLEWYLFGEDPDICLEKLKHSGAFQLCGKVFKSGETTYSCRDCAIDPTCVLCMDCFQSSVHKNHRYKMHTSTGGGFCDCGDTEAWKTGPFCVDHEPGRAGTTKESLHCPLNEEVIAQARRIFPSVIKYIVEMTIWEEEKELPPELQIREKNERYYCVLFNDEHHSYDHVIYSLQRALDCELAEAQLHTTAIDKEGRRAVKAGVYATCQEAKEDIKSHSENVSQHPLHV.... Result: 0 (no interaction). (4) The miRNA is hsa-miR-19b-3p with sequence UGUGCAAAUCCAUGCAAAACUGA. The protein sequence of the target gene is MGQGLWRVVRNQQLQQEGYSEQGYLTREQSRRMAASNISNTNHRKQVQGGIDIYHLLKARKSKEQEGFINLEMLPPELSFTILSYLNATDLCLASCVWQDLANDELLWQGLCKSTWGHCSIYNKNPPLGFSFRKLYMQLDEGSLTFNANPDEGVNYFMSKGILDDSPKEIAKFIFCTRTLNWKKLRIYLDERRDVLDDLVTLHNFRNQFLPNALREFFRHIHAPEERGEYLETLITKFSHRFCACNPDLMRELGLSPDAVYVLCYSLILLSIDLTSPHVKNKMSKREFIRNTRRAAQNIS.... Result: 1 (interaction). (5) The miRNA is mmu-miR-7212-3p with sequence UAACACACACGUCUCCAGGUC. The protein sequence of the target gene is MADIIARLREDGIQKRVIQEGRGELPDFQDGTKATFHYRTLHSDDEGTVLDDSRARGKPMELIIGKKFKLPVWETIVCTMREGEIAQFLCDIKHVVLYPLVAKSLRNIAVGKDPLEGQRHCCGVAQMREHSSLGHADLDALQQNPQPLIFHMEMLKVESPGTYQQDPWAMTDEEKAKAVPLIHQEGNRLYREGHVKEAAAKYYDAIACLKNLQMKEQPGSPEWIQLDQQITPLLLNYCQCKLVVEEYYEVLDHCSSILNKYDDNVKAYFKRGKAHAAVWNAQEAQADFAKVLELDPALAP.... Result: 0 (no interaction).